This data is from Forward reaction prediction with 1.9M reactions from USPTO patents (1976-2016). The task is: Predict the product of the given reaction. (1) The product is: [Br-:48].[Br-:1].[F:2][C:3]1[CH:8]=[CH:7][C:6]([N:9]2[C:12](=[O:13])[C@H:11]([CH2:14][CH2:15][C@@H:16]([C:18]3[CH:19]=[CH:20][C:21]([F:24])=[CH:22][CH:23]=3)[OH:17])[C@H:10]2[C:25]2[CH:47]=[CH:46][C:28]([O:29][CH2:30][C:31]3[CH:45]=[CH:44][C:34]([CH2:35][N+:36]45[CH2:41][CH2:40][N+:39]([CH2:49][C:50]6[CH:51]=[CH:52][C:53]([CH2:54][O:55][C:56]7[CH:57]=[CH:58][C:59]([C@@H:62]8[C@@H:63]([CH2:74][CH2:75][C@H:76]([OH:77])[C:78]9[CH:83]=[CH:82][C:81]([F:84])=[CH:80][CH:79]=9)[C:64](=[O:73])[N:65]8[C:66]8[CH:67]=[CH:68][C:69]([F:72])=[CH:70][CH:71]=8)=[CH:60][CH:61]=7)=[CH:85][CH:86]=6)([CH2:42][CH2:43]4)[CH2:38][CH2:37]5)=[CH:33][CH:32]=3)=[CH:27][CH:26]=2)=[CH:5][CH:4]=1. Given the reactants [Br-:1].[F:2][C:3]1[CH:8]=[CH:7][C:6]([N:9]2[C:12](=[O:13])[C@H:11]([CH2:14][CH2:15][C@@H:16]([C:18]3[CH:23]=[CH:22][C:21]([F:24])=[CH:20][CH:19]=3)[OH:17])[C@H:10]2[C:25]2[CH:47]=[CH:46][C:28]([O:29][CH2:30][C:31]3[CH:45]=[CH:44][C:34]([CH2:35][N+:36]45[CH2:43][CH2:42][N:39]([CH2:40][CH2:41]4)[CH2:38][CH2:37]5)=[CH:33][CH:32]=3)=[CH:27][CH:26]=2)=[CH:5][CH:4]=1.[Br:48][CH2:49][C:50]1[CH:86]=[CH:85][C:53]([CH2:54][O:55][C:56]2[CH:61]=[CH:60][C:59]([C@H:62]3[N:65]([C:66]4[CH:71]=[CH:70][C:69]([F:72])=[CH:68][CH:67]=4)[C:64](=[O:73])[C@@H:63]3[CH2:74][CH2:75][C@@H:76]([C:78]3[CH:83]=[CH:82][C:81]([F:84])=[CH:80][CH:79]=3)[OH:77])=[CH:58][CH:57]=2)=[CH:52][CH:51]=1, predict the reaction product. (2) Given the reactants [CH:1]1([C:4]2[C:5]([C:17]3[CH:18]=[CH:19][C:20]4[O:25][CH2:24][CH2:23][CH2:22][C:21]=4[CH:26]=3)=[C:6]([CH:11]([OH:16])[C:12]([O:14][CH3:15])=[O:13])[C:7]([CH3:10])=[CH:8][CH:9]=2)[CH2:3][CH2:2]1.C(N([CH2:32][CH3:33])CC)C.F[C:35](F)(F)S(O[Si](C)(C)C)(=O)=O, predict the reaction product. The product is: [CH3:15][O:14][C:12](=[O:13])[CH:11]([C:6]1[C:7]([CH3:10])=[CH:8][CH:9]=[C:4]([CH:1]2[CH2:2][CH2:3]2)[C:5]=1[C:17]1[CH:26]=[C:21]2[C:20](=[CH:19][CH:18]=1)[O:25][CH2:24][CH2:23][CH2:22]2)[O:16][C:32]([CH3:33])=[CH2:35]. (3) Given the reactants C(OC(=O)[NH:7][C:8]1[CH:13]=[CH:12][CH:11]=[C:10]([O:14][C:15]2C(C(=O)NC3C=CC=CC=3)=CN=C(S(C)(=O)=O)N=2)[CH:9]=1)(C)(C)C.[H-].[H-].[H-].[H-].[Li+].[Al+3], predict the reaction product. The product is: [CH3:15][O:14][C:10]1[CH:9]=[C:8]([CH:13]=[CH:12][CH:11]=1)[NH2:7]. (4) The product is: [CH:1]1([CH:4]([C:10]2[CH:15]=[CH:14][C:13]([O:16][CH3:17])=[C:12]([O:18][CH2:28][C:26]3[CH:25]=[CH:24][C:23]([C:30]4[CH:35]=[C:34]([O:36][CH3:37])[CH:33]=[CH:32][C:31]=4[F:38])=[C:22]([CH2:21][C:20]([CH3:40])([CH3:39])[CH3:19])[N:27]=3)[CH:11]=2)[CH2:5][C:6]([O:8][CH3:9])=[O:7])[CH2:2][CH2:3]1. Given the reactants [CH:1]1([CH:4]([C:10]2[CH:15]=[CH:14][C:13]([O:16][CH3:17])=[C:12]([OH:18])[CH:11]=2)[CH2:5][C:6]([O:8][CH3:9])=[O:7])[CH2:3][CH2:2]1.[CH3:19][C:20]([CH3:40])([CH3:39])[CH2:21][C:22]1[N:27]=[C:26]([CH2:28]O)[CH:25]=[CH:24][C:23]=1[C:30]1[CH:35]=[C:34]([O:36][CH3:37])[CH:33]=[CH:32][C:31]=1[F:38].N(C(N1CCCCC1)=O)=NC(N1CCCCC1)=O.C(P(CCCC)CCCC)CCC, predict the reaction product. (5) Given the reactants [N:1]1[C:6]2[CH2:7][CH2:8][C:9]3[CH:19]=[CH:18][CH:17]=[CH:16][C:10]=3[N:11]([CH2:12][CH2:13][CH2:14][NH2:15])[C:5]=2[CH:4]=[CH:3][CH:2]=1.CCN(CC)CC.[F:27][C:28]([F:41])([F:40])[O:29][C:30]1[CH:35]=[CH:34][C:33]([S:36](Cl)(=[O:38])=[O:37])=[CH:32][CH:31]=1, predict the reaction product. The product is: [N:1]1[C:6]2[CH2:7][CH2:8][C:9]3[CH:19]=[CH:18][CH:17]=[CH:16][C:10]=3[N:11]([CH2:12][CH2:13][CH2:14][NH:15][S:36]([C:33]3[CH:32]=[CH:31][C:30]([O:29][C:28]([F:27])([F:40])[F:41])=[CH:35][CH:34]=3)(=[O:38])=[O:37])[C:5]=2[CH:4]=[CH:3][CH:2]=1.